Dataset: Catalyst prediction with 721,799 reactions and 888 catalyst types from USPTO. Task: Predict which catalyst facilitates the given reaction. (1) Reactant: [CH3:1][C@@:2]1([CH2:15][N:16]2[N:20]=[N:19][CH:18]=[CH:17]2)[S:6](=[O:8])(=[O:7])[C@@H:5]2[CH2:9][C:10](=[O:11])[N:4]2[C@H:3]1[C:12]([OH:14])=[O:13].[NH2:21][C@H:22]([C:30]([OH:32])=[O:31])[CH2:23][CH2:24][CH2:25][NH:26][C:27](=[NH:29])[NH2:28]. Product: [CH3:1][C@@:2]1([CH2:15][N:16]2[N:20]=[N:19][CH:18]=[CH:17]2)[S:6](=[O:7])(=[O:8])[C@@H:5]2[CH2:9][C:10](=[O:11])[N:4]2[C@H:3]1[C:12]([OH:14])=[O:13].[NH2:21][C@H:22]([C:30]([OH:32])=[O:31])[CH2:23][CH2:24][CH2:25][NH:26][C:27](=[NH:28])[NH2:29]. The catalyst class is: 6. (2) Reactant: CO[C:3]([CH:5](Br)[C:6]1[CH:11]=[CH:10][CH:9]=[CH:8][CH:7]=1)=[O:4].[CH2:13]([NH2:16])[CH2:14][NH2:15].C[O-].[Na+]. Product: [C:6]1([CH:5]2[NH:16][CH2:13][CH2:14][NH:15][C:3]2=[O:4])[CH:11]=[CH:10][CH:9]=[CH:8][CH:7]=1. The catalyst class is: 5. (3) Reactant: [Cl:1][C:2]1[N:7]=[C:6]([C:8]([C:10]2[C:15](F)=[N:14][CH:13]=[CH:12][N:11]=2)=O)[CH:5]=[CH:4][CH:3]=1.[NH2:17][NH2:18]. Product: [Cl:1][C:2]1[N:7]=[C:6]([C:8]2[C:10]3[C:15](=[N:14][CH:13]=[CH:12][N:11]=3)[NH:18][N:17]=2)[CH:5]=[CH:4][CH:3]=1. The catalyst class is: 1. (4) Product: [CH3:2][C:3]1[CH:4]=[CH:5][C:6]([O:9][C:10]2[CH:11]=[C:12]([CH:13]=[CH:14][CH:15]=2)[CH:16]=[C:17]2[CH2:22][CH2:21][N:20]([C:30]([NH:29][C:25]3[N:24]=[N:23][CH:28]=[CH:27][CH:26]=3)=[O:31])[CH2:19][CH2:18]2)=[N:7][CH:8]=1. The catalyst class is: 10. Reactant: Cl.[CH3:2][C:3]1[CH:4]=[CH:5][C:6]([O:9][C:10]2[CH:15]=[CH:14][CH:13]=[C:12]([CH:16]=[C:17]3[CH2:22][CH2:21][NH:20][CH2:19][CH2:18]3)[CH:11]=2)=[N:7][CH:8]=1.[N:23]1[CH:28]=[CH:27][CH:26]=[C:25]([NH:29][C:30](=O)[O:31]C2C=CC=CC=2)[N:24]=1.C(N(CC)CC)C. (5) Product: [NH2:4][CH2:3][C:2]([C:22]1[CH:23]=[C:24]([CH3:28])[CH:25]=[CH:26][CH:27]=1)([C:15]1[CH:16]=[C:17]([CH3:21])[CH:18]=[CH:19][CH:20]=1)[OH:1]. Reactant: [OH:1][C:2]([C:22]1[CH:23]=[C:24]([CH3:28])[CH:25]=[CH:26][CH:27]=1)([C:15]1[CH:16]=[C:17]([CH3:21])[CH:18]=[CH:19][CH:20]=1)[CH2:3][NH:4]C(=O)OCC1C=CC=CC=1. The catalyst class is: 29. (6) Reactant: [CH2:1]([N:8]([CH2:19][CH2:20][OH:21])[C:9](=[O:18])[C:10]1[CH:15]=[CH:14][C:13]([Br:16])=[CH:12][C:11]=1F)[C:2]1[CH:7]=[CH:6][CH:5]=[CH:4][CH:3]=1.[H-].[Na+]. Product: [CH2:1]([N:8]1[C:9](=[O:18])[C:10]2[CH:15]=[CH:14][C:13]([Br:16])=[CH:12][C:11]=2[O:21][CH2:20][CH2:19]1)[C:2]1[CH:7]=[CH:6][CH:5]=[CH:4][CH:3]=1. The catalyst class is: 3. (7) Reactant: [OH:1][C@H:2]1[CH2:6][N:5]([C:7]([O:9][C:10]([CH3:13])([CH3:12])[CH3:11])=[O:8])[C@H:4]([CH2:14][OH:15])[CH2:3]1.[C:16]1([CH3:26])[CH:21]=[CH:20][C:19]([S:22](Cl)(=[O:24])=[O:23])=[CH:18][CH:17]=1. Product: [OH:1][C@H:2]1[CH2:6][N:5]([C:7]([O:9][C:10]([CH3:11])([CH3:12])[CH3:13])=[O:8])[C@H:4]([CH2:14][O:15][S:22]([C:19]2[CH:20]=[CH:21][C:16]([CH3:26])=[CH:17][CH:18]=2)(=[O:24])=[O:23])[CH2:3]1. The catalyst class is: 17.